From a dataset of Catalyst prediction with 721,799 reactions and 888 catalyst types from USPTO. Predict which catalyst facilitates the given reaction. Reactant: [NH2:1][C@H:2]1[CH2:6][CH2:5][N:4]([C:7]([C:9]2[CH:10]=[C:11]([CH:24]=[CH:25][C:26]=2[F:27])[CH2:12][C:13]2[C:22]3[C:17](=[CH:18][CH:19]=[CH:20][CH:21]=3)[C:16](=[O:23])[NH:15][N:14]=2)=[O:8])[CH2:3]1.[CH:28]1([C:31](O)=[O:32])[CH2:30][CH2:29]1.Cl.C(N=C=NCCCN(C)C)C. Product: [F:27][C:26]1[CH:25]=[CH:24][C:11]([CH2:12][C:13]2[C:22]3[C:17](=[CH:18][CH:19]=[CH:20][CH:21]=3)[C:16](=[O:23])[NH:15][N:14]=2)=[CH:10][C:9]=1[C:7]([N:4]1[CH2:5][CH2:6][C@H:2]([NH:1][C:31]([CH:28]2[CH2:30][CH2:29]2)=[O:32])[CH2:3]1)=[O:8]. The catalyst class is: 277.